From a dataset of Reaction yield outcomes from USPTO patents with 853,638 reactions. Predict the reaction yield, written as a fraction of the theoretical maximum amount of product (1.0 means a 100% yield; for example, 0.34 means a 34% yield). The reactants are C(=[N:14][C:15]1[CH:20]=[C:19]([C:21]([C:23]2[C:31]3[C:30](Cl)=[N:29][CH:28]=[N:27][C:26]=3[N:25]([CH:33]([CH3:35])[CH3:34])[CH:24]=2)=[O:22])[CH:18]=[C:17]([O:36][CH3:37])[N:16]=1)(C1C=CC=CC=1)C1C=CC=CC=1.[OH-].[NH4+:39]. The catalyst is O1CCOCC1. The product is [NH2:39][C:30]1[C:31]2[C:23]([C:21]([C:19]3[CH:18]=[C:17]([O:36][CH3:37])[N:16]=[C:15]([NH2:14])[CH:20]=3)=[O:22])=[CH:24][N:25]([CH:33]([CH3:34])[CH3:35])[C:26]=2[N:27]=[CH:28][N:29]=1. The yield is 0.730.